Dataset: Full USPTO retrosynthesis dataset with 1.9M reactions from patents (1976-2016). Task: Predict the reactants needed to synthesize the given product. (1) The reactants are: [H-].[Na+].[F:3][C:4]([F:19])([F:18])[C:5]([NH:7][CH2:8][C:9]1[CH:14]=[CH:13][CH:12]=[C:11]([N+:15]([O-:17])=[O:16])[CH:10]=1)=[O:6].[CH3:20]I. Given the product [F:3][C:4]([F:18])([F:19])[C:5]([N:7]([CH3:20])[CH2:8][C:9]1[CH:14]=[CH:13][CH:12]=[C:11]([N+:15]([O-:17])=[O:16])[CH:10]=1)=[O:6], predict the reactants needed to synthesize it. (2) Given the product [S:10]1[CH:11]=[CH:12][C:8]([C:6]2[N:7]=[C:2]([NH:25][C:26]3[CH:27]=[C:28]([OH:32])[CH:29]=[CH:30][CH:31]=3)[C:3]3[NH:15][N:14]=[CH:13][C:4]=3[N:5]=2)=[CH:9]1, predict the reactants needed to synthesize it. The reactants are: Cl[C:2]1[C:3]2[C:4](=[CH:13][N:14](CC3C=CC(OC)=CC=3)[N:15]=2)[N:5]=[C:6]([C:8]2[CH:12]=[CH:11][S:10][CH:9]=2)[N:7]=1.[NH2:25][C:26]1[CH:27]=[C:28]([OH:32])[CH:29]=[CH:30][CH:31]=1.Cl. (3) Given the product [F:19][C:20]1[CH:21]=[CH:22][C:23]([O:35][CH3:36])=[C:24]([C:26]2[CH:31]=[CH:30][C:29]([C@H:32]([NH:34][S:14]([C:13]3[CH:12]=[C:11]([CH3:18])[O:10][C:9]=3[CH3:8])(=[O:16])=[O:15])[CH3:33])=[CH:28][CH:27]=2)[CH:25]=1, predict the reactants needed to synthesize it. The reactants are: C(N(CC)CC)C.[CH3:8][C:9]1[O:10][C:11]([CH3:18])=[CH:12][C:13]=1[S:14](Cl)(=[O:16])=[O:15].[F:19][C:20]1[CH:21]=[CH:22][C:23]([O:35][CH3:36])=[C:24]([C:26]2[CH:31]=[CH:30][C:29]([CH:32]([NH2:34])[CH3:33])=[CH:28][CH:27]=2)[CH:25]=1. (4) Given the product [OH:35][C:36]1[CH:41]=[C:40]([C:2]2[CH:34]=[CH:33][CH:32]=[C:4]([CH2:5][O:6][C@H:7]3[CH2:11][CH2:10][N:9]([C:12]([CH3:30])([CH3:31])[CH2:13][CH2:14][C:15]([C:18]4[CH:23]=[CH:22][CH:21]=[CH:20][CH:19]=4)([C:24]4[CH:29]=[CH:28][CH:27]=[CH:26][CH:25]=4)[C:16]#[N:17])[CH2:8]3)[CH:3]=2)[CH:39]=[CH:38][CH:37]=1, predict the reactants needed to synthesize it. The reactants are: Br[C:2]1[CH:3]=[C:4]([CH:32]=[CH:33][CH:34]=1)[CH2:5][O:6][C@H:7]1[CH2:11][CH2:10][N:9]([C:12]([CH3:31])([CH3:30])[CH2:13][CH2:14][C:15]([C:24]2[CH:29]=[CH:28][CH:27]=[CH:26][CH:25]=2)([C:18]2[CH:23]=[CH:22][CH:21]=[CH:20][CH:19]=2)[C:16]#[N:17])[CH2:8]1.[OH:35][C:36]1[CH:37]=[C:38](B(O)O)[CH:39]=[CH:40][CH:41]=1.C(=O)([O-])[O-].[Na+].[Na+]. (5) The reactants are: N12CCCN=C1CCCC[CH2:2]2.[F:12][C:13]1[CH:14]=[C:15]([CH:18]=[CH:19][C:20]=1[F:21])[CH:16]=O. Given the product [F:12][C:13]1[CH:14]=[C:15]([CH:18]=[CH:19][C:20]=1[F:21])[CH:16]=[CH2:2], predict the reactants needed to synthesize it. (6) Given the product [CH2:1]([O:8][CH2:9][CH:10]([F:26])[CH2:11][N:12]1[C:16]([C:17]2[CH:22]=[CH:21][C:20]([F:23])=[CH:19][CH:18]=2)=[C:15]([C:35]2[CH:36]=[CH:37][C:38]3[O:43][CH2:42][C:41](=[O:44])[NH:40][C:39]=3[CH:45]=2)[C:14]([CH3:25])=[N:13]1)[C:2]1[CH:7]=[CH:6][CH:5]=[CH:4][CH:3]=1, predict the reactants needed to synthesize it. The reactants are: [CH2:1]([O:8][CH2:9][CH:10]([F:26])[CH2:11][N:12]1[C:16]([C:17]2[CH:22]=[CH:21][C:20]([F:23])=[CH:19][CH:18]=2)=[C:15](Br)[C:14]([CH3:25])=[N:13]1)[C:2]1[CH:7]=[CH:6][CH:5]=[CH:4][CH:3]=1.CC1(C)C(C)(C)OB([C:35]2[CH:36]=[CH:37][C:38]3[O:43][CH2:42][C:41](=[O:44])[NH:40][C:39]=3[CH:45]=2)O1.C(=O)([O-])[O-].[Cs+].[Cs+]. (7) Given the product [Br:14][C:15]1[CH:16]=[CH:17][C:18]([Cl:25])=[C:19]([CH2:21][C:22]2[O:23][CH:8]=[N:7][C:9]=2[C:10]([O:12][CH3:13])=[O:11])[CH:20]=1, predict the reactants needed to synthesize it. The reactants are: CC(C)([O-])C.[K+].[N+:7]([CH2:9][C:10]([O:12][CH3:13])=[O:11])#[C-:8].[Br:14][C:15]1[CH:16]=[CH:17][C:18]([Cl:25])=[C:19]([CH2:21][C:22](Cl)=[O:23])[CH:20]=1.C(O)(=O)CC(CC(O)=O)(C(O)=O)O. (8) Given the product [ClH:20].[Cl:20][C:21]1[CH:26]=[CH:25][C:24]([N:27]2[CH2:32][CH2:31][N:30]([CH2:6][CH2:7][CH2:8][CH2:9][CH:10]3[C:18]4[C:13](=[CH:14][CH:15]=[CH:16][CH:17]=4)[NH:12][C:11]3=[O:19])[CH2:29][CH2:28]2)=[CH:23][C:22]=1[C:33]([F:35])([F:34])[F:36], predict the reactants needed to synthesize it. The reactants are: S(O[CH2:6][CH2:7][CH2:8][CH2:9][CH:10]1[C:18]2[C:13](=[CH:14][CH:15]=[CH:16][CH:17]=2)[NH:12][C:11]1=[O:19])(C)(=O)=O.[Cl:20][C:21]1[CH:26]=[CH:25][C:24]([N:27]2[CH2:32][CH2:31][NH:30][CH2:29][CH2:28]2)=[CH:23][C:22]=1[C:33]([F:36])([F:35])[F:34].